From a dataset of Forward reaction prediction with 1.9M reactions from USPTO patents (1976-2016). Predict the product of the given reaction. (1) Given the reactants O=P(Cl)(Cl)Cl.[CH3:6][N:7]1[C:11]2=[N:12][CH:13]=[CH:14][CH:15]=[C:10]2[CH:9]=[CH:8]1.O.[C:17]([O-])(O)=[O:18].[Na+], predict the reaction product. The product is: [CH3:6][N:7]1[C:11]2=[N:12][CH:13]=[CH:14][CH:15]=[C:10]2[C:9]([CH:17]=[O:18])=[CH:8]1. (2) Given the reactants [CH3:1][S:2]([C:5]1[CH:10]=[CH:9][C:8]([C:11]2[N:16]=[CH:15][C:14]([O:17][CH2:18][CH:19]3[CH2:24][CH2:23][N:22]([C:25]([O:27][C:28]([CH3:31])(C)C)=[O:26])[CH2:21][CH2:20]3)=[CH:13][CH:12]=2)=[CH:7][CH:6]=1)(=[O:4])=[O:3].C(O)(C(F)(F)[F:35])=O.C(N(C(C)C)CC)(C)C.ClC(OCCF)=O, predict the reaction product. The product is: [CH3:1][S:2]([C:5]1[CH:10]=[CH:9][C:8]([C:11]2[N:16]=[CH:15][C:14]([O:17][CH2:18][CH:19]3[CH2:24][CH2:23][N:22]([C:25]([O:27][CH2:28][CH2:31][F:35])=[O:26])[CH2:21][CH2:20]3)=[CH:13][CH:12]=2)=[CH:7][CH:6]=1)(=[O:4])=[O:3]. (3) Given the reactants [CH:1]1([NH:5][C:6]([C:8]2[CH:13]=[CH:12][C:11]([C:14]3[CH:19]=[CH:18][C:17]([CH2:20][C@H:21]([NH:35][C:36]([C@H:38]4[CH2:43][CH2:42][C@H:41]([CH2:44][NH:45]C(=O)OC(C)(C)C)[CH2:40][CH2:39]4)=[O:37])[C:22](=[O:34])[NH:23][C:24]4[CH:32]=[C:31]5[C:27]([C:28](=[O:33])[NH:29][NH:30]5)=[CH:26][CH:25]=4)=[CH:16][CH:15]=3)=[C:10]([CH3:53])[CH:9]=2)=[O:7])[CH2:4][CH2:3][CH2:2]1.[ClH:54], predict the reaction product. The product is: [ClH:54].[NH2:45][CH2:44][C@H:41]1[CH2:42][CH2:43][C@H:38]([C:36]([NH:35][C@H:21]([C:22](=[O:34])[NH:23][C:24]2[CH:32]=[C:31]3[C:27]([C:28](=[O:33])[NH:29][NH:30]3)=[CH:26][CH:25]=2)[CH2:20][C:17]2[CH:16]=[CH:15][C:14]([C:11]3[CH:12]=[CH:13][C:8]([C:6]([NH:5][CH:1]4[CH2:2][CH2:3][CH2:4]4)=[O:7])=[CH:9][C:10]=3[CH3:53])=[CH:19][CH:18]=2)=[O:37])[CH2:39][CH2:40]1. (4) Given the reactants [CH3:1][C:2]1[CH:3]=[C:4]([C:8]([N:10]=[C:11]=[S:12])=[O:9])[CH:5]=[CH:6][CH:7]=1.[CH3:13][O:14][C:15]1[CH:16]=[C:17]2[C:22](=[CH:23][C:24]=1[O:25][CH3:26])[N:21]=[CH:20][CH:19]=[C:18]2[O:27][C:28]1[CH:34]=[CH:33][C:31]([NH2:32])=[CH:30][C:29]=1[CH3:35].C1(C)C=CC=CC=1, predict the reaction product. The product is: [CH3:13][O:14][C:15]1[CH:16]=[C:17]2[C:22](=[CH:23][C:24]=1[O:25][CH3:26])[N:21]=[CH:20][CH:19]=[C:18]2[O:27][C:28]1[CH:34]=[CH:33][C:31]([NH:32][C:11]([NH:10][C:8](=[O:9])[C:4]2[CH:5]=[CH:6][CH:7]=[C:2]([CH3:1])[CH:3]=2)=[S:12])=[CH:30][C:29]=1[CH3:35].